The task is: Predict which catalyst facilitates the given reaction.. This data is from Catalyst prediction with 721,799 reactions and 888 catalyst types from USPTO. (1) Reactant: [CH3:1][NH:2][C:3]1[N:8]=[C:7]([CH2:9][CH2:10][O:11][C:12]2[CH:17]=[CH:16][C:15]([CH2:18][C@H:19]([C:26]3[S:27][CH:28]=[CH:29][N:30]=3)[CH2:20][C:21]([O:23]CC)=[O:22])=[CH:14][CH:13]=2)[CH:6]=[CH:5][CH:4]=1. Product: [CH3:1][NH:2][C:3]1[N:8]=[C:7]([CH2:9][CH2:10][O:11][C:12]2[CH:17]=[CH:16][C:15]([CH2:18][C@H:19]([C:26]3[S:27][CH:28]=[CH:29][N:30]=3)[CH2:20][C:21]([OH:23])=[O:22])=[CH:14][CH:13]=2)[CH:6]=[CH:5][CH:4]=1. The catalyst class is: 6. (2) Reactant: C(=O)([O-])[O-].[K+].[K+].[N:7]([C:10]1[CH:15]=[CH:14][CH:13]=[CH:12][C:11]=1[F:16])=[N+:8]=[N-:9].[O:17]1[CH2:21][CH2:20][CH2:19][CH:18]1[C:22](=O)[CH2:23][C:24]([O:26][CH2:27][CH3:28])=[O:25].O. Product: [F:16][C:11]1[CH:12]=[CH:13][CH:14]=[CH:15][C:10]=1[N:7]1[C:22]([CH:18]2[CH2:19][CH2:20][CH2:21][O:17]2)=[C:23]([C:24]([O:26][CH2:27][CH3:28])=[O:25])[N:9]=[N:8]1. The catalyst class is: 16. (3) Reactant: C(OC([N:11]1[CH2:16][CH2:15][CH:14]([NH:17][C:18]([O:20][CH2:21][CH2:22][CH2:23][CH3:24])=[O:19])[CH2:13][CH2:12]1)=O)C1C=CC=CC=1. Product: [CH2:21]([O:20][C:18](=[O:19])[NH:17][CH:14]1[CH2:15][CH2:16][NH:11][CH2:12][CH2:13]1)[CH2:22][CH2:23][CH3:24]. The catalyst class is: 50. (4) The catalyst class is: 50. Product: [F:1][C:2]1[CH:7]=[CH:6][C:5]([NH:8][C:9]([C:11]2([C:14]([NH:16][C:17]3[CH:22]=[CH:21][C:20]([O:23][C:24]4[C:33]5[C:28](=[CH:29][C:30]([OH:36])=[C:31]([O:34][CH3:35])[CH:32]=5)[N:27]=[CH:26][CH:25]=4)=[C:19]([F:44])[CH:18]=3)=[O:15])[CH2:12][CH2:13]2)=[O:10])=[CH:4][CH:3]=1. Reactant: [F:1][C:2]1[CH:7]=[CH:6][C:5]([NH:8][C:9]([C:11]2([C:14]([NH:16][C:17]3[CH:22]=[CH:21][C:20]([O:23][C:24]4[C:33]5[C:28](=[CH:29][C:30]([O:36]CC6C=CC=CC=6)=[C:31]([O:34][CH3:35])[CH:32]=5)[N:27]=[CH:26][CH:25]=4)=[C:19]([F:44])[CH:18]=3)=[O:15])[CH2:13][CH2:12]2)=[O:10])=[CH:4][CH:3]=1.C1CC=CCC=1. (5) Product: [F:1][C:2]1[CH:3]=[CH:4][C:5]([C:8]2[N:12]=[C:11]([S:13]([CH3:14])=[O:30])[N:10]([CH2:15][CH2:16][O:17][CH3:18])[C:9]=2[C:19]2[CH:24]=[CH:23][N:22]=[C:21]([NH:25][CH2:26][CH:27]([OH:29])[CH3:28])[CH:20]=2)=[CH:6][CH:7]=1. Reactant: [F:1][C:2]1[CH:7]=[CH:6][C:5]([C:8]2[N:12]=[C:11]([S:13][CH3:14])[N:10]([CH2:15][CH2:16][O:17][CH3:18])[C:9]=2[C:19]2[CH:24]=[CH:23][N:22]=[C:21]([NH:25][CH2:26][CH:27]([OH:29])[CH3:28])[CH:20]=2)=[CH:4][CH:3]=1.[OH:30]O.N. The catalyst class is: 15. (6) Reactant: [CH3:1][C:2]([C:11]1[CH:16]=[CH:15][CH:14]=[CH:13][CH:12]=1)([CH2:5][CH2:6][CH2:7][CH2:8][CH2:9]Br)[CH2:3][OH:4].[C:17]1(=[O:27])[NH:21][C:20](=[O:22])[C:19]2=[CH:23][CH:24]=[CH:25][CH:26]=[C:18]12.[K].CCOCC. Product: [OH:4][CH2:3][C:2]([CH3:1])([C:11]1[CH:16]=[CH:15][CH:14]=[CH:13][CH:12]=1)[CH2:5][CH2:6][CH2:7][CH2:8][CH2:9][N:21]1[C:17](=[O:27])[C:18]2[C:19](=[CH:23][CH:24]=[CH:25][CH:26]=2)[C:20]1=[O:22]. The catalyst class is: 3.